From a dataset of Full USPTO retrosynthesis dataset with 1.9M reactions from patents (1976-2016). Predict the reactants needed to synthesize the given product. (1) Given the product [Cl:1][C:2]1[CH:7]=[CH:6][C:5]([C:8]2[N:12]=[C:11]([CH2:13][O:14][C:15]3[C:16]([F:26])=[C:17]([C:22]([F:25])=[CH:23][CH:24]=3)[C:18](=[NH:19])[NH2:20])[S:10][N:9]=2)=[CH:4][CH:3]=1, predict the reactants needed to synthesize it. The reactants are: [Cl:1][C:2]1[CH:7]=[CH:6][C:5]([C:8]2[N:12]=[C:11]([CH2:13][O:14][C:15]3[C:16]([F:26])=[C:17]([C:22]([F:25])=[CH:23][CH:24]=3)[C:18](=[N:20]O)[NH2:19])[S:10][N:9]=2)=[CH:4][CH:3]=1.C(OC(=O)C)(=O)C.C1COCC1. (2) Given the product [CH3:18][C:13]1[C:12]2[C:17](=[C:9]([C:6]3[CH:5]=[CH:4][C:3]([OH:2])=[CH:8][CH:7]=3)[N:10]([CH2:19][CH2:20][CH3:21])[N:11]=2)[CH:16]=[CH:15][CH:14]=1, predict the reactants needed to synthesize it. The reactants are: C[O:2][C:3]1[CH:8]=[CH:7][C:6]([C:9]2[N:10]([CH2:19][CH2:20][CH3:21])[N:11]=[C:12]3[C:17]=2[CH:16]=[CH:15][CH:14]=[C:13]3[CH3:18])=[CH:5][CH:4]=1.B(Br)(Br)Br.C1CCCCC=1.